This data is from Buchwald-Hartwig C-N cross coupling reaction yields with 55,370 reactions. The task is: Predict the reaction yield, written as a fraction of the theoretical maximum amount of product (1.0 means a 100% yield; for example, 0.34 means a 34% yield). (1) The reactants are Brc1ccccn1.Cc1ccc(N)cc1.O=S(=O)(O[Pd]1c2ccccc2-c2ccccc2N~1)C(F)(F)F.COc1ccc(OC)c(P([C@]23C[C@H]4C[C@H](C[C@H](C4)C2)C3)[C@]23C[C@H]4C[C@H](C[C@H](C4)C2)C3)c1-c1c(C(C)C)cc(C(C)C)cc1C(C)C.CCN=P(N=P(N(C)C)(N(C)C)N(C)C)(N(C)C)N(C)C.Cc1cc(-c2ccccc2)on1. No catalyst specified. The product is Cc1ccc(Nc2ccccn2)cc1. The yield is 0.751. (2) The reactants are Clc1cccnc1.Cc1ccc(N)cc1.O=S(=O)(O[Pd]1c2ccccc2-c2ccccc2N~1)C(F)(F)F.CC(C)c1cc(C(C)C)c(-c2ccccc2P(C(C)(C)C)C(C)(C)C)c(C(C)C)c1.CN(C)C(=NC(C)(C)C)N(C)C.Cc1cc(C)on1. No catalyst specified. The product is Cc1ccc(Nc2cccnc2)cc1. The yield is 0.380.